From a dataset of Full USPTO retrosynthesis dataset with 1.9M reactions from patents (1976-2016). Predict the reactants needed to synthesize the given product. (1) The reactants are: CC1OC(CC2CCC(C3SC(C4C=CC(N)=CC=4)=CN=3)CC2)=NN=1.[N+:26]([C:29]1[CH:34]=[CH:33][C:32]([C:35]2[S:39][C:38]([CH:40]3[CH2:45][CH2:44][N:43]([C:46]([O:48][C:49]([CH3:52])([CH3:51])[CH3:50])=[O:47])[CH2:42][CH2:41]3)=[N:37][CH:36]=2)=[CH:31][CH:30]=1)([O-])=O. Given the product [NH2:26][C:29]1[CH:30]=[CH:31][C:32]([C:35]2[S:39][C:38]([CH:40]3[CH2:41][CH2:42][N:43]([C:46]([O:48][C:49]([CH3:52])([CH3:51])[CH3:50])=[O:47])[CH2:44][CH2:45]3)=[N:37][CH:36]=2)=[CH:33][CH:34]=1, predict the reactants needed to synthesize it. (2) Given the product [OH:19][C@@H:16]1[CH2:15][C:14]2[C@@:2]([CH3:1])([C@@H:3]3[C@@H:11]([CH2:12][CH:13]=2)[C@H:10]2[C@@:6]([CH3:26])([C@@H:7]([C:20](=[O:21])[CH3:25])[CH2:8][CH2:9]2)[CH2:5][C@@H:4]3[OH:27])[CH2:18][CH2:17]1, predict the reactants needed to synthesize it. The reactants are: [CH3:1][C:2]12[CH2:18][CH2:17][CH:16]([OH:19])[CH2:15][C:14]1=[CH:13][CH2:12][CH:11]1[CH:3]2[CH:4]([OH:27])[CH2:5][C:6]2([CH3:26])[CH:10]1[CH2:9][CH2:8][CH:7]2[C:20]1([CH3:25])OCC[O:21]1.S(=O)(=O)(O)O. (3) Given the product [CH3:8][N:9]1[C:14](=[O:15])[CH2:13][C:12]2[CH:16]=[C:17]3[C:22](=[CH:23][C:11]=2[S:10]1)[CH2:21][CH2:20][CH2:19][CH2:18]3, predict the reactants needed to synthesize it. The reactants are: C(N(CC)CC)C.[CH3:8][N:9]1[C:14](=[O:15])[CH2:13][C:12]2[CH:16]=[C:17]3[C:22](=[CH:23][C:11]=2[S:10]1(=O)=O)[CH2:21][CH2:20][CH2:19][CH2:18]3.FC1C=CC(N=C=O)=CC=1. (4) Given the product [NH2:33][CH2:32][CH:31]([NH:30][C:26]1[N:25]=[C:24]([C:23]2[C:18]3[C:19](=[N:20][C:15]([NH:14][CH:11]4[CH2:12][CH2:13][CH:8]([NH2:7])[CH2:9][CH2:10]4)=[N:16][CH:17]=3)[NH:21][N:22]=2)[CH:29]=[CH:28][CH:27]=1)[C:41]1[CH:46]=[CH:45][CH:44]=[CH:43][CH:42]=1, predict the reactants needed to synthesize it. The reactants are: C(OC(=O)[NH:7][CH:8]1[CH2:13][CH2:12][CH:11]([NH:14][C:15]2[N:20]=[C:19]3[N:21](C(C4C=CC=CC=4)(C4C=CC=CC=4)C4C=CC=CC=4)[N:22]=[C:23]([C:24]4[CH:29]=[CH:28][CH:27]=[C:26]([NH:30][CH:31]([C:41]5[CH:46]=[CH:45][CH:44]=[CH:43][CH:42]=5)[CH2:32][NH:33]C(OC(C)(C)C)=O)[N:25]=4)[C:18]3=[CH:17][N:16]=2)[CH2:10][CH2:9]1)(C)(C)C.Cl. (5) Given the product [NH2:1][C@H:2]1[C:7]([F:9])([F:8])[CH2:6][CH2:5][CH2:4][C@H:3]1[NH:10][C:11]1[N:12]=[C:13]([NH:27][C:25]2[S:24][N:23]=[C:22]([CH3:21])[CH:26]=2)[C:14]([C:17]#[N:18])=[N:15][CH:16]=1, predict the reactants needed to synthesize it. The reactants are: [NH2:1][C@H:2]1[C:7]([F:9])([F:8])[CH2:6][CH2:5][CH2:4][C@H:3]1[NH:10][C:11]1[N:12]=[C:13](Cl)[C:14]([C:17]#[N:18])=[N:15][CH:16]=1.Cl.[CH3:21][C:22]1[CH:26]=[C:25]([NH2:27])[S:24][N:23]=1.C([O-])([O-])=O.[K+].[K+].C1C=CC(P(C2C(C3C(P(C4C=CC=CC=4)C4C=CC=CC=4)=CC=C4C=3C=CC=C4)=C3C(C=CC=C3)=CC=2)C2C=CC=CC=2)=CC=1.